This data is from Catalyst prediction with 721,799 reactions and 888 catalyst types from USPTO. The task is: Predict which catalyst facilitates the given reaction. (1) Reactant: Cl[C:2]1[C:11]2[C:6](=[C:7]([N:12]3[CH:16]=[CH:15][CH:14]=[CH:13]3)[CH:8]=[CH:9][CH:10]=2)[CH:5]=[CH:4][N:3]=1.[CH3:17][C:18]1[CH:23]=[CH:22][C:21]([NH2:24])=[CH:20][C:19]=1[C:25]1[CH:26]=[N:27][CH:28]=[N:29][CH:30]=1.C(=O)([O-])[O-].[K+].[K+]. Product: [CH3:17][C:18]1[CH:23]=[CH:22][C:21]([NH:24][C:2]2[C:11]3[C:6](=[C:7]([N:12]4[CH:16]=[CH:15][CH:14]=[CH:13]4)[CH:8]=[CH:9][CH:10]=3)[CH:5]=[CH:4][N:3]=2)=[CH:20][C:19]=1[C:25]1[CH:30]=[N:29][CH:28]=[N:27][CH:26]=1. The catalyst class is: 4. (2) Reactant: [NH2:1][CH2:2][CH:3]1[CH2:7][C:6]2[CH:8]=[C:9]([C:13]3[S:17][C:16]([C:18](=[O:20])[CH3:19])=[CH:15][CH:14]=3)[CH:10]=[C:11]([Cl:12])[C:5]=2[O:4]1.[CH3:21][CH2:22]N=C=NCCCN(C)C.[CH:32]1[CH:33]=[CH:34][C:35]2N(O)N=[N:38][C:36]=2[CH:37]=1.CC[N:44](C(C)C)C(C)C.CN([CH:54]=[O:55])C. Product: [C:18]([C:16]1[S:17][C:13]([C:9]2[CH:10]=[C:11]([Cl:12])[C:5]3[O:4][CH:3]([CH2:2][NH:1][C:54](=[O:55])/[CH:21]=[CH:22]/[C:35]4[C:36]([CH3:37])=[N:38][C:32]([NH2:44])=[CH:33][CH:34]=4)[CH2:7][C:6]=3[CH:8]=2)=[CH:14][CH:15]=1)(=[O:20])[CH3:19]. The catalyst class is: 2. (3) Reactant: [CH3:1][N:2]([CH3:16])[C:3]1[N:4]=[N:5][C:6](Cl)=[C:7]([C:9]2[CH:14]=[CH:13][CH:12]=[CH:11][CH:10]=2)[CH:8]=1.[CH:17]([C:19]1[CH:24]=[CH:23][C:22](B(O)O)=[CH:21][CH:20]=1)=[O:18].C([O-])([O-])=O.[Na+].[Na+]. Product: [CH3:1][N:2]([CH3:16])[C:3]1[N:4]=[N:5][C:6]([C:22]2[CH:23]=[CH:24][C:19]([CH:17]=[O:18])=[CH:20][CH:21]=2)=[C:7]([C:9]2[CH:14]=[CH:13][CH:12]=[CH:11][CH:10]=2)[CH:8]=1. The catalyst class is: 38. (4) The catalyst class is: 35. Product: [N:21]1([CH2:20][CH2:19][NH:18][C:1](=[O:7])[CH2:2][CH2:3][C:4]#[CH:5])[CH2:26][CH2:25][O:24][CH2:23][CH2:22]1. Reactant: [C:1]([OH:7])(=O)[CH2:2][CH2:3][C:4]#[CH:5].ON1C2C=CC=CC=2N=N1.[NH2:18][CH2:19][CH2:20][N:21]1[CH2:26][CH2:25][O:24][CH2:23][CH2:22]1.C(N(CC)CC)C.Cl.CN(C)CCCN=C=NCC.N.